Dataset: Reaction yield outcomes from USPTO patents with 853,638 reactions. Task: Predict the reaction yield, written as a fraction of the theoretical maximum amount of product (1.0 means a 100% yield; for example, 0.34 means a 34% yield). (1) The reactants are [CH3:1][O:2][C:3]1[CH:12]=[CH:11][C:10]2[NH:9][C:8](=[O:13])[C:7]3[S:14][CH:15]=[CH:16][C:6]=3[C:5]=2[C:4]=1[C:17]1[CH:31]=[CH:30][C:20]([CH2:21][NH:22][C:23](=[O:29])[O:24][C:25]([CH3:28])([CH3:27])[CH3:26])=[CH:19][CH:18]=1.[Br:32]N1C(=O)CCC1=O. The catalyst is CN(C=O)C. The product is [Br:32][C:11]1[C:10]2[NH:9][C:8](=[O:13])[C:7]3[S:14][CH:15]=[CH:16][C:6]=3[C:5]=2[C:4]([C:17]2[CH:31]=[CH:30][C:20]([CH2:21][NH:22][C:23](=[O:29])[O:24][C:25]([CH3:28])([CH3:26])[CH3:27])=[CH:19][CH:18]=2)=[C:3]([O:2][CH3:1])[CH:12]=1. The yield is 0.350. (2) The reactants are [CH:1]1([NH:8][C:9]2[O:10][CH2:11][C:12]3[CH:18]=[C:17]([NH2:19])[CH:16]=[CH:15][C:13]=3[N:14]=2)[CH2:7][CH2:6][CH2:5][CH2:4][CH2:3][CH2:2]1.[C:20]1([S:26](Cl)(=[O:28])=[O:27])[CH:25]=[CH:24][CH:23]=[CH:22][CH:21]=1. No catalyst specified. The product is [CH:1]1([NH:8][C:9]2[O:10][CH2:11][C:12]3[CH:18]=[C:17]([NH:19][S:26]([C:20]4[CH:25]=[CH:24][CH:23]=[CH:22][CH:21]=4)(=[O:28])=[O:27])[CH:16]=[CH:15][C:13]=3[N:14]=2)[CH2:2][CH2:3][CH2:4][CH2:5][CH2:6][CH2:7]1. The yield is 0.0550. (3) The reactants are [Br:1][C:2]1[CH:3]=[C:4](/[CH:9]=[CH:10]/[C:11](OC)=[O:12])[CH:5]=[CH:6][C:7]=1[F:8].CC(C[AlH]CC(C)C)C. The catalyst is C1COCC1. The product is [Br:1][C:2]1[CH:3]=[C:4](/[CH:9]=[CH:10]/[CH2:11][OH:12])[CH:5]=[CH:6][C:7]=1[F:8]. The yield is 0.970. (4) The product is [OH:14][C:2]1[C:3]([N+:11]([O-:13])=[O:12])=[C:4]([CH:8]=[CH:9][CH:10]=1)[C:5]([OH:7])=[O:6]. The yield is 0.990. The catalyst is O. The reactants are Cl[C:2]1[C:3]([N+:11]([O-:13])=[O:12])=[C:4]([CH:8]=[CH:9][CH:10]=1)[C:5]([OH:7])=[O:6].[OH-:14].[K+].Cl. (5) The reactants are [Li].[Br:2][C:3]1[CH:8]=[C:7]([F:9])[CH:6]=[CH:5][C:4]=1[C@@H:10]1[N:15]=[C:14]([C:16]2[S:17][CH:18]=[CH:19][N:20]=2)[NH:13][C:12]([CH2:21][N:22]2[CH2:27][CH2:26][O:25][CH2:24][C@H:23]2[C:28]([OH:30])=[O:29])=[C:11]1[C:31]([O:33][C@H:34](C)[C:35](OCC)=O)=[O:32]. The catalyst is C(O)C. The product is [Br:2][C:3]1[CH:8]=[C:7]([F:9])[CH:6]=[CH:5][C:4]=1[C@@H:10]1[N:15]=[C:14]([C:16]2[S:17][CH:18]=[CH:19][N:20]=2)[NH:13][C:12]([CH2:21][N:22]2[CH2:27][CH2:26][O:25][CH2:24][C@H:23]2[C:28]([OH:30])=[O:29])=[C:11]1[C:31]([O:33][CH2:34][CH3:35])=[O:32]. The yield is 0.670. (6) The reactants are [Br:1][C:2]1[CH:3]=[N:4][C:5]2[C:10]([CH:11]=1)=[CH:9][C:8]([C:12](OC)=[O:13])=[CH:7][CH:6]=2.[H-].[H-].[H-].[H-].[Li+].[Al+3].O.[OH-].[Na+]. The catalyst is C1COCC1. The product is [Br:1][C:2]1[CH:3]=[N:4][C:5]2[C:10]([CH:11]=1)=[CH:9][C:8]([CH2:12][OH:13])=[CH:7][CH:6]=2. The yield is 0.420.